From a dataset of Forward reaction prediction with 1.9M reactions from USPTO patents (1976-2016). Predict the product of the given reaction. (1) Given the reactants Cl.[CH3:2][NH:3][O:4][CH3:5].C[Al](C)C.[CH3:10][C:11]1[C:12](=[O:31])[C:13]([C:27](OC)=[O:28])=[N:14][N:15]([C:17]2[CH:22]=[CH:21][CH:20]=[C:19]([C:23]([F:26])([F:25])[F:24])[CH:18]=2)[CH:16]=1, predict the reaction product. The product is: [CH3:5][O:4][N:3]([CH3:2])[C:27]([C:13]1[C:12](=[O:31])[C:11]([CH3:10])=[CH:16][N:15]([C:17]2[CH:22]=[CH:21][CH:20]=[C:19]([C:23]([F:24])([F:26])[F:25])[CH:18]=2)[N:14]=1)=[O:28]. (2) Given the reactants [Si:1]([O:8][CH2:9][C:10]1[CH:15]=[C:14]([Cl:16])[CH:13]=[CH:12][C:11]=1[C:17]1[C:26]2[C:21](=[CH:22][C:23]([S:27](OC3C(F)=C(F)C(F)=C(F)C=3F)(=[O:29])=[O:28])=[CH:24][CH:25]=2)[CH:20]=[CH:19][N:18]=1)([C:4]([CH3:7])([CH3:6])[CH3:5])([CH3:3])[CH3:2].[O:42]1[CH:46]=[CH:45][C:44]([NH2:47])=[N:43]1.C[Si]([N-][Si](C)(C)C)(C)C.[Li+], predict the reaction product. The product is: [Si:1]([O:8][CH2:9][C:10]1[CH:15]=[C:14]([Cl:16])[CH:13]=[CH:12][C:11]=1[C:17]1[C:26]2[C:21](=[CH:22][C:23]([S:27]([NH:47][C:44]3[CH:45]=[CH:46][O:42][N:43]=3)(=[O:29])=[O:28])=[CH:24][CH:25]=2)[CH:20]=[CH:19][N:18]=1)([C:4]([CH3:6])([CH3:5])[CH3:7])([CH3:3])[CH3:2]. (3) The product is: [C:1]([N:8]1[CH2:13][CH2:12][N:11]([C:14]2[CH:19]=[CH:18][CH:17]=[CH:16][C:15]=2[CH2:20][N:22]2[CH2:27][CH2:26][O:25][CH2:24][CH2:23]2)[CH2:10][CH2:9]1)([O:3][C:4]([CH3:7])([CH3:6])[CH3:5])=[O:2]. Given the reactants [C:1]([N:8]1[CH2:13][CH2:12][N:11]([C:14]2[CH:19]=[CH:18][CH:17]=[CH:16][C:15]=2[CH:20]=O)[CH2:10][CH2:9]1)([O:3][C:4]([CH3:7])([CH3:6])[CH3:5])=[O:2].[NH:22]1[CH2:27][CH2:26][O:25][CH2:24][CH2:23]1.C([BH3-])#N.[Na+], predict the reaction product. (4) Given the reactants C([C:3]1[C:8]([Br:9])=[CH:7][C:6]([Br:10])=C[N:4]=1)#N.[C:11]([OH:14])(=[O:13])[CH3:12].S(=O)(=O)(O)O, predict the reaction product. The product is: [Br:10][C:6]1[C:12]([C:11]([OH:14])=[O:13])=[N:4][CH:3]=[C:8]([Br:9])[CH:7]=1. (5) Given the reactants C([O:3][C:4](=[O:34])[CH2:5][O:6][C:7]1[CH:12]=[C:11]([CH3:13])[C:10]([C:14]2[NH:18][C:17]3[CH:19]=[C:20]([C:23](=[O:32])[NH:24][C:25]4[CH:30]=[CH:29][CH:28]=[C:27]([Cl:31])[CH:26]=4)[CH:21]=[CH:22][C:16]=3[N:15]=2)=[C:9]([CH3:33])[CH:8]=1)C, predict the reaction product. The product is: [Cl:31][C:27]1[CH:26]=[C:25]([NH:24][C:23]([C:20]2[CH:21]=[CH:22][C:16]3[N:15]=[C:14]([C:10]4[C:9]([CH3:33])=[CH:8][C:7]([O:6][CH2:5][C:4]([OH:34])=[O:3])=[CH:12][C:11]=4[CH3:13])[NH:18][C:17]=3[CH:19]=2)=[O:32])[CH:30]=[CH:29][CH:28]=1. (6) Given the reactants [CH2:1]([NH2:6])[CH2:2][CH:3]([CH3:5])[CH3:4].[CH:7]1([NH:10][C:11]([C:13]2[CH:14]=[C:15]([F:37])[C:16]([CH3:36])=[C:17]([C:19]3[CH:24]=[CH:23][C:22]([C:25](O)=[O:26])=[CH:21][C:20]=3[C:28]([NH:30][C:31]3[S:32][CH:33]=[CH:34][N:35]=3)=[O:29])[CH:18]=2)=[O:12])[CH2:9][CH2:8]1.Cl.CN(C)CCCN=C=NCC.CCOC(C)=O, predict the reaction product. The product is: [CH:7]1([NH:10][C:11]([C:13]2[CH:18]=[C:17]([C:19]3[C:20]([C:28]([NH:30][C:31]4[S:32][CH:33]=[CH:34][N:35]=4)=[O:29])=[CH:21][C:22]([C:25]([NH:6][CH2:1][CH2:2][CH:3]([CH3:5])[CH3:4])=[O:26])=[CH:23][CH:24]=3)[C:16]([CH3:36])=[C:15]([F:37])[CH:14]=2)=[O:12])[CH2:9][CH2:8]1.